This data is from Reaction yield outcomes from USPTO patents with 853,638 reactions. The task is: Predict the reaction yield, written as a fraction of the theoretical maximum amount of product (1.0 means a 100% yield; for example, 0.34 means a 34% yield). (1) The reactants are CN(C)[C:3](=[O:6])[CH:4]=[CH2:5].FC(F)(F)S(OS(C(F)(F)F)(=O)=O)(=O)=O.[S:23]1[CH:27]=[CH:26][CH:25]=[CH:24]1. The catalyst is ClC(Cl)C. The product is [S:23]1[CH:27]=[CH:26][C:25]2[C:3](=[O:6])[CH2:4][CH2:5][C:24]1=2. The yield is 0.390. (2) The reactants are [N+:1]([C:4]1[C:5]([NH:13][C@H:14]2[CH2:19][CH2:18][C@H:17]([OH:20])[CH2:16][CH2:15]2)=[C:6]2[S:12][CH:11]=[CH:10][C:7]2=[N:8][CH:9]=1)([O-:3])=[O:2].C(N(CC)C(C)C)(C)C.[CH3:30][S:31](Cl)(=[O:33])=[O:32]. The catalyst is C(Cl)Cl. The product is [CH3:30][S:31]([O:20][C@H:17]1[CH2:18][CH2:19][C@H:14]([NH:13][C:5]2[C:4]([N+:1]([O-:3])=[O:2])=[CH:9][N:8]=[C:7]3[CH:10]=[CH:11][S:12][C:6]=23)[CH2:15][CH2:16]1)(=[O:33])=[O:32]. The yield is 0.900. (3) The product is [Br:36][C:37]1[CH:42]=[CH:41][C:40]([O:1][C@H:2]2[CH2:7][CH2:6][C@H:5]([N:8]3[C:13](=[O:14])[C:12]([CH2:15][C:16]4[CH:21]=[CH:20][C:19]([C:22]5[C:23]([C:28]#[N:29])=[CH:24][CH:25]=[CH:26][CH:27]=5)=[CH:18][CH:17]=4)=[C:11]([CH2:30][CH2:31][CH3:32])[N:10]4[N:33]=[CH:34][N:35]=[C:9]34)[CH2:4][CH2:3]2)=[CH:39][CH:38]=1. The catalyst is O1CCCC1. The yield is 0.400. The reactants are [OH:1][C@@H:2]1[CH2:7][CH2:6][C@H:5]([N:8]2[C:13](=[O:14])[C:12]([CH2:15][C:16]3[CH:21]=[CH:20][C:19]([C:22]4[C:23]([C:28]#[N:29])=[CH:24][CH:25]=[CH:26][CH:27]=4)=[CH:18][CH:17]=3)=[C:11]([CH2:30][CH2:31][CH3:32])[N:10]3[N:33]=[CH:34][N:35]=[C:9]23)[CH2:4][CH2:3]1.[Br:36][C:37]1[CH:42]=[CH:41][C:40](O)=[CH:39][CH:38]=1.C1(P(C2C=CC=CC=2)C2C=CC=CC=2)C=CC=CC=1.N(C(OC(C)C)=O)=NC(OC(C)C)=O.Cl. (4) The product is [CH2:8]([O:7][C:5](=[O:6])[CH:4]([C:10]1[CH:15]=[CH:14][CH:13]=[CH:12][CH:11]=1)[CH2:3][NH:2][C:24](=[O:31])[CH2:25][C:26]([O:28][CH2:29][CH3:30])=[O:27])[CH3:9]. The yield is 0.720. The catalyst is C(Cl)Cl. The reactants are Cl.[NH2:2][CH2:3][CH:4]([C:10]1[CH:15]=[CH:14][CH:13]=[CH:12][CH:11]=1)[C:5]([O:7][CH2:8][CH3:9])=[O:6].C(N(CC)CC)C.Cl[C:24](=[O:31])[CH2:25][C:26]([O:28][CH2:29][CH3:30])=[O:27]. (5) The reactants are [Br:1][C:2]1[CH:3]=[N:4][CH:5]=[CH:6][C:7]=1[OH:8].[CH3:9]N(C)C=O.C(=O)([O-])[O-].[K+].[K+].CI. No catalyst specified. The product is [Br:1][C:2]1[C:7](=[O:8])[CH:6]=[CH:5][N:4]([CH3:9])[CH:3]=1. The yield is 0.810. (6) The reactants are [CH3:1][O:2][C:3]1[CH:8]=[CH:7][C:6]([N+:9]([O-:11])=[O:10])=[CH:5][C:4]=1[OH:12].Br[CH:14]1[CH2:18][CH2:17][CH2:16][CH2:15]1.C([O-])([O-])=O.[K+].[K+]. The catalyst is CC#N.CC(=O)OCC. The product is [CH:14]1([O:12][C:4]2[CH:5]=[C:6]([N+:9]([O-:11])=[O:10])[CH:7]=[CH:8][C:3]=2[O:2][CH3:1])[CH2:18][CH2:17][CH2:16][CH2:15]1. The yield is 0.769.